This data is from Reaction yield outcomes from USPTO patents with 853,638 reactions. The task is: Predict the reaction yield, written as a fraction of the theoretical maximum amount of product (1.0 means a 100% yield; for example, 0.34 means a 34% yield). The catalyst is CN(C=O)C.O. The reactants are [C:1]([O:5][C:6]([N:8]1[C@H:13]([CH3:14])[CH2:12][N:11]([C:15]([O:17][CH2:18][C:19]2[CH:24]=[CH:23][CH:22]=[CH:21][CH:20]=2)=[O:16])[C@@H:10]([C:25](O)=[O:26])[CH2:9]1)=[O:7])([CH3:4])([CH3:3])[CH3:2].[CH3:28][N:29](C(ON1N=NC2C=CC=NC1=2)=[N+](C)C)C.F[P-](F)(F)(F)(F)F.CCN(C(C)C)C(C)C.CN.C1COCC1. The product is [C:1]([O:5][C:6]([N:8]1[CH2:9][C@H:10]([C:25](=[O:26])[NH:29][CH3:28])[N:11]([C:15]([O:17][CH2:18][C:19]2[CH:20]=[CH:21][CH:22]=[CH:23][CH:24]=2)=[O:16])[CH2:12][C@H:13]1[CH3:14])=[O:7])([CH3:4])([CH3:2])[CH3:3]. The yield is 0.580.